From a dataset of Forward reaction prediction with 1.9M reactions from USPTO patents (1976-2016). Predict the product of the given reaction. (1) Given the reactants [Br:1][C:2]1[CH:27]=[CH:26][C:5]([CH2:6][C:7]23[C:15](=[O:16])[N:14]([C:17]4[CH:22]=[C:21]([Cl:23])[CH:20]=[C:19]([Cl:24])[CH:18]=4)[C:13](=[O:25])[N:12]2[CH2:11][CH2:10][NH:9][CH2:8]3)=[CH:4][CH:3]=1.[C:28](Cl)(=[O:30])[CH3:29], predict the reaction product. The product is: [C:28]([N:9]1[CH2:8][C:7]2([CH2:6][C:5]3[CH:26]=[CH:27][C:2]([Br:1])=[CH:3][CH:4]=3)[N:12]([C:13](=[O:25])[N:14]([C:17]3[CH:22]=[C:21]([Cl:23])[CH:20]=[C:19]([Cl:24])[CH:18]=3)[C:15]2=[O:16])[CH2:11][CH2:10]1)(=[O:30])[CH3:29]. (2) Given the reactants [F:1][C:2]([F:20])([F:19])[O:3][C:4]1[CH:9]=[CH:8][CH:7]=[CH:6][C:5]=1[C:10]1[CH:15]=[CH:14][CH:13]=[C:12]([C:16](=[O:18])[CH3:17])[CH:11]=1.[Br:21]Br, predict the reaction product. The product is: [Br:21][CH2:17][C:16]([C:12]1[CH:11]=[C:10]([C:5]2[CH:6]=[CH:7][CH:8]=[CH:9][C:4]=2[O:3][C:2]([F:19])([F:20])[F:1])[CH:15]=[CH:14][CH:13]=1)=[O:18].